From a dataset of Full USPTO retrosynthesis dataset with 1.9M reactions from patents (1976-2016). Predict the reactants needed to synthesize the given product. Given the product [NH2:1][C:2]1[C:7]([I:15])=[CH:6][C:5]([C:8]([F:9])([F:11])[F:10])=[CH:4][N:3]=1, predict the reactants needed to synthesize it. The reactants are: [NH2:1][C:2]1[CH:7]=[CH:6][C:5]([C:8]([F:11])([F:10])[F:9])=[CH:4][N:3]=1.C(O)C.[I:15]I.